From a dataset of Full USPTO retrosynthesis dataset with 1.9M reactions from patents (1976-2016). Predict the reactants needed to synthesize the given product. (1) Given the product [F:27][C:28]1[N:29]=[CH:30][C:31]([CH2:32][N:1]2[CH2:2][CH:3]([N:5]3[C:9]4[N:10]=[C:11]([C:20]5[CH:21]=[C:22]([OH:26])[CH:23]=[CH:24][CH:25]=5)[N:12]=[C:13]([N:14]5[CH2:19][CH2:18][O:17][CH2:16][CH2:15]5)[C:8]=4[N:7]=[N:6]3)[CH2:4]2)=[CH:34][CH:35]=1, predict the reactants needed to synthesize it. The reactants are: [NH:1]1[CH2:4][CH:3]([N:5]2[C:9]3[N:10]=[C:11]([C:20]4[CH:21]=[C:22]([OH:26])[CH:23]=[CH:24][CH:25]=4)[N:12]=[C:13]([N:14]4[CH2:19][CH2:18][O:17][CH2:16][CH2:15]4)[C:8]=3[N:7]=[N:6]2)[CH2:2]1.[F:27][C:28]1[CH:35]=[CH:34][C:31]([CH:32]=O)=[CH:30][N:29]=1.[BH3-]C#N.[Na+]. (2) The reactants are: Br[CH2:2][CH2:3][CH2:4][CH2:5][CH2:6][CH2:7][CH2:8][CH2:9][CH2:10][CH2:11][CH2:12][CH2:13][OH:14].[CH3:15][CH:16]([CH3:22])[CH2:17][CH2:18][CH2:19][CH2:20]Br. Given the product [CH3:15][CH:16]([CH3:22])[CH2:17][CH2:18][CH2:19][CH2:20][CH2:2][CH2:3][CH2:4][CH2:5][CH2:6][CH2:7][CH2:8][CH2:9][CH2:10][CH2:11][CH2:12][CH2:13][OH:14], predict the reactants needed to synthesize it. (3) Given the product [Br:8][C:9]1[C:10]([F:19])=[C:11]2[C:17]([NH:18][C:24]([C:21]3([O:27][CH3:28])[CH2:23][CH2:22]3)=[O:26])=[CH:16][NH:15][C:12]2=[N:13][CH:14]=1, predict the reactants needed to synthesize it. The reactants are: C(N(CC)CC)C.[Br:8][C:9]1[C:10]([F:19])=[C:11]2[C:17]([NH2:18])=[CH:16][NH:15][C:12]2=[N:13][CH:14]=1.C[C:21]1([C:24]([OH:26])=O)[CH2:23][CH2:22]1.[O:27]=[C:28]1N(P(Cl)(N2CCOC2=O)=O)CCO1.